This data is from Catalyst prediction with 721,799 reactions and 888 catalyst types from USPTO. The task is: Predict which catalyst facilitates the given reaction. (1) Reactant: C(N(CC)CC)C.Cl.[C:9](Cl)(=[O:16])[C:10]1[CH:15]=[CH:14][N:13]=[CH:12][CH:11]=1.Cl.Cl.[NH2:20][C:21]1[CH:53]=[CH:52][C:24]([O:25][C:26]2[CH:27]=[CH:28][C:29]3[N:33]=[C:32]([CH2:34][O:35][C:36]4[CH:49]=[CH:48][C:39]([CH2:40][CH:41]5[S:45][C:44](=[O:46])[NH:43][C:42]5=[O:47])=[CH:38][CH:37]=4)[N:31]([CH3:50])[C:30]=3[CH:51]=2)=[CH:23][CH:22]=1. Product: [O:46]=[C:44]1[NH:43][C:42](=[O:47])[CH:41]([CH2:40][C:39]2[CH:38]=[CH:37][C:36]([O:35][CH2:34][C:32]3[N:31]([CH3:50])[C:30]4[CH:51]=[C:26]([O:25][C:24]5[CH:52]=[CH:53][C:21]([NH:20][C:9](=[O:16])[C:10]6[CH:15]=[CH:14][N:13]=[CH:12][CH:11]=6)=[CH:22][CH:23]=5)[CH:27]=[CH:28][C:29]=4[N:33]=3)=[CH:49][CH:48]=2)[S:45]1. The catalyst class is: 9. (2) Reactant: [Br:1][C:2]1[CH:3]=[C:4]([OH:10])[C:5]([I:9])=[N:6][C:7]=1[Cl:8].O[CH2:12][C@@H:13]1[CH2:18][CH2:17][CH2:16][N:15]([C:19]([O:21][C:22]([CH3:25])([CH3:24])[CH3:23])=[O:20])[CH2:14]1.C1(P(C2C=CC=CC=2)C2C=CC=CC=2)C=CC=CC=1.N(C(OC(C)C)=O)=NC(OC(C)C)=O. Product: [Br:1][C:2]1[CH:3]=[C:4]([O:10][CH2:12][C@@H:13]2[CH2:18][CH2:17][CH2:16][N:15]([C:19]([O:21][C:22]([CH3:23])([CH3:25])[CH3:24])=[O:20])[CH2:14]2)[C:5]([I:9])=[N:6][C:7]=1[Cl:8]. The catalyst class is: 11. (3) Reactant: [F:1][C:2]1[CH:7]=[CH:6][C:5]([F:8])=[CH:4][C:3]=1[C@H:9]1[CH2:13][CH2:12][CH2:11][N:10]1[C:14]1[CH:19]=[CH:18][N:17]2[N:20]=[CH:21][C:22]([C:23]#[N:24])=[C:16]2[N:15]=1.[OH:25]S(O)(=O)=O.O.CCCCCC. Product: [F:1][C:2]1[CH:7]=[CH:6][C:5]([F:8])=[CH:4][C:3]=1[C@H:9]1[CH2:13][CH2:12][CH2:11][N:10]1[C:14]1[CH:19]=[CH:18][N:17]2[N:20]=[CH:21][C:22]([C:23]([NH2:24])=[O:25])=[C:16]2[N:15]=1. The catalyst class is: 2. (4) Reactant: [CH3:1][C:2]1[N:6]([CH3:7])[C:5]2[CH:8]=[C:9]([C:22](O)=[O:23])[C:10]3[CH2:11][CH2:12][CH:13]([C:16]4[CH:21]=[CH:20][CH:19]=[CH:18][CH:17]=4)[O:14][C:15]=3[C:4]=2[N:3]=1.F[B-](F)(F)F.[N:30]1(OC(N(C)C)=[N+](C)C)[C:34]2C=CC=CC=2N=N1.CN.O. Product: [CH3:34][NH:30][C:22]([C:9]1[C:10]2[CH2:11][CH2:12][CH:13]([C:16]3[CH:21]=[CH:20][CH:19]=[CH:18][CH:17]=3)[O:14][C:15]=2[C:4]2[N:3]=[C:2]([CH3:1])[N:6]([CH3:7])[C:5]=2[CH:8]=1)=[O:23]. The catalyst class is: 4. (5) Reactant: FC(F)(F)C(O)=O.[F:8][CH:9]([F:27])[C:10]1[CH:11]=[C:12]([S:17]CC2C=CC(OC)=CC=2)[CH:13]=[C:14]([F:16])[CH:15]=1. The catalyst class is: 520. Product: [F:27][CH:9]([F:8])[C:10]1[CH:11]=[C:12]([SH:17])[CH:13]=[C:14]([F:16])[CH:15]=1. (6) Reactant: [CH3:1][O:2][C:3]1[CH:4]=[C:5]2[C:10](=[CH:11][C:12]=1[O:13][CH2:14][C@H:15]1[CH2:17][O:16]1)[N:9]=[CH:8][N:7]=[C:6]2[O:18][C:19]1[CH:20]=[C:21]2[C:25](=[CH:26][CH:27]=1)[NH:24][C:23]([CH3:28])=[CH:22]2.[CH2:29]([NH:31][CH2:32][CH3:33])[CH3:30]. Product: [CH2:29]([N:31]([CH2:17][C@@H:15]([OH:16])[CH2:14][O:13][C:12]1[CH:11]=[C:10]2[C:5]([C:6]([O:18][C:19]3[CH:20]=[C:21]4[C:25](=[CH:26][CH:27]=3)[NH:24][C:23]([CH3:28])=[CH:22]4)=[N:7][CH:8]=[N:9]2)=[CH:4][C:3]=1[O:2][CH3:1])[CH2:32][CH3:33])[CH3:30]. The catalyst class is: 3. (7) Reactant: N(C(OCC)=O)=NC(OCC)=O.[C:13]1([CH:19]2[O:23][CH:22]([CH2:24][CH2:25][CH2:26][CH2:27]O)[CH2:21][O:20]2)[CH:18]=[CH:17][CH:16]=[CH:15][CH:14]=1.C1(P(C2C=CC=CC=2)C2C=CC=CC=2)C=CC=CC=1.[C:48]1(=[O:58])[NH:52][C:51](=[O:53])[C:50]2=[CH:54][CH:55]=[CH:56][CH:57]=[C:49]12. Product: [C:13]1([CH:19]2[O:23][CH:22]([CH2:24][CH2:25][CH2:26][CH2:27][N:52]3[C:51](=[O:53])[C:50]4=[CH:54][CH:55]=[CH:56][CH:57]=[C:49]4[C:48]3=[O:58])[CH2:21][O:20]2)[CH:14]=[CH:15][CH:16]=[CH:17][CH:18]=1. The catalyst class is: 1. (8) Reactant: [CH:1]1[C:6]2[CH2:7][CH2:8][CH2:9][CH2:10][CH:11](O)[C:5]=2[CH:4]=[CH:3][CH:2]=1.C1(C)C=CC(S(O)(=O)=O)=CC=1. Product: [CH:4]1[C:5]2[CH:11]=[CH:10][CH2:9][CH2:8][CH2:7][C:6]=2[CH:1]=[CH:2][CH:3]=1. The catalyst class is: 48. (9) Reactant: [F:1][C:2]([F:11])([F:10])[C:3]1[CH:4]=[C:5]([CH:7]=[CH:8][CH:9]=1)[NH2:6].C[Al](C)C.C([O:18][C:19]([C:21]1[C:22]2[CH:29]=[CH:28][C:27]([O:30][C:31]3[CH:36]=[CH:35][N:34]=[C:33]([NH2:37])[N:32]=3)=[CH:26][C:23]=2[S:24][CH:25]=1)=O)C.[NH4+].[Cl-]. Product: [F:1][C:2]([F:10])([F:11])[C:3]1[CH:4]=[C:5]([NH:6][C:19]([C:21]2[C:22]3[CH:29]=[CH:28][C:27]([O:30][C:31]4[CH:36]=[CH:35][N:34]=[C:33]([NH2:37])[N:32]=4)=[CH:26][C:23]=3[S:24][CH:25]=2)=[O:18])[CH:7]=[CH:8][CH:9]=1. The catalyst class is: 1. (10) Reactant: [CH3:1][O:2][C:3]1[C:8]([O:9][CH3:10])=[CH:7][C:6]([N+:11]([O-])=O)=[C:5]([C:14]2[CH2:19][C:18]([CH3:21])([CH3:20])[CH2:17][C:16]([CH3:23])([CH3:22])[CH:15]=2)[CH:4]=1.CO. Product: [CH3:1][O:2][C:3]1[C:8]([O:9][CH3:10])=[CH:7][C:6]([NH2:11])=[C:5]([CH:14]2[CH2:19][C:18]([CH3:21])([CH3:20])[CH2:17][C:16]([CH3:23])([CH3:22])[CH2:15]2)[CH:4]=1. The catalyst class is: 304.